From a dataset of Forward reaction prediction with 1.9M reactions from USPTO patents (1976-2016). Predict the product of the given reaction. (1) Given the reactants [NH2:1][C:2]1[N:6]([C:7]2[CH:8]=[C:9]([S:13]([NH:16][CH2:17][CH2:18][O:19][CH3:20])(=[O:15])=[O:14])[CH:10]=[CH:11][CH:12]=2)[N:5]=[C:4]([C:21]([CH3:24])([CH3:23])[CH3:22])[CH:3]=1.C(=O)([O-])[O-].[Na+].[Na+].[C:31]1([O:37][C:38](Cl)=[O:39])[CH:36]=[CH:35][CH:34]=[CH:33][CH:32]=1.C(OCC)(=O)C, predict the reaction product. The product is: [C:31]1([O:37][C:38](=[O:39])[NH:1][C:2]2[N:6]([C:7]3[CH:12]=[CH:11][CH:10]=[C:9]([S:13](=[O:14])(=[O:15])[NH:16][CH2:17][CH2:18][O:19][CH3:20])[CH:8]=3)[N:5]=[C:4]([C:21]([CH3:24])([CH3:23])[CH3:22])[CH:3]=2)[CH:36]=[CH:35][CH:34]=[CH:33][CH:32]=1. (2) The product is: [N+:24]([C:12]1[CH:11]=[C:6]([C:7]([O:9][CH3:10])=[O:8])[C:5]2[O:4][CH2:18][CH2:16][O:15][C:14]=2[CH:13]=1)([O-:26])=[O:25]. Given the reactants BrCC[O:4][C:5]1[C:14]([O:15][C:16]([C:18]2C=CC=CC=2)=O)=[CH:13][C:12]([N+:24]([O-:26])=[O:25])=[CH:11][C:6]=1[C:7]([O:9][CH3:10])=[O:8].C(=O)([O-])[O-].[K+].[K+], predict the reaction product.